Dataset: Forward reaction prediction with 1.9M reactions from USPTO patents (1976-2016). Task: Predict the product of the given reaction. (1) Given the reactants Cl[C:2]1[CH:9]=[CH:8][C:5]([C:6]#[N:7])=[CH:4][CH:3]=1.[F:10][C:11]([F:22])([F:21])[C:12]1[CH:17]=[CH:16][C:15](B(O)O)=[CH:14][CH:13]=1.[F-].[K+], predict the reaction product. The product is: [F:10][C:11]([F:22])([F:21])[C:12]1[CH:17]=[CH:16][C:15]([C:2]2[CH:9]=[CH:8][C:5]([C:6]#[N:7])=[CH:4][CH:3]=2)=[CH:14][CH:13]=1. (2) Given the reactants [CH2:1]1[O:11][C:10]2[CH:9]=[CH:8][C:5]([CH2:6][OH:7])=[CH:4][C:3]=2[O:2]1.[I:12]I, predict the reaction product. The product is: [I:12][C:8]1[C:5]([CH2:6][OH:7])=[CH:4][C:3]2[O:2][CH2:1][O:11][C:10]=2[CH:9]=1. (3) Given the reactants [C:1]([O:5][C:6]([N:8]([C:21]1[N:26]2[N:27]=[CH:28][CH:29]=[C:25]2[C:24]([C:30]#[N:31])=[C:23](O)[CH:22]=1)[C:9]1[CH:14]=[CH:13][C:12]([C:15]2[CH:20]=[CH:19][CH:18]=[CH:17][CH:16]=2)=[CH:11][CH:10]=1)=[O:7])([CH3:4])([CH3:3])[CH3:2].C(N(CC)CC)C.F[P-](F)(F)(F)(F)F.N1(O[P+](N2CCCC2)(N2CCCC2)N2CCCC2)C2C=CC=CC=2N=N1.[NH2:73][C@H:74]1[CH2:79][CH2:78][C@H:77]([NH2:80])[CH2:76][CH2:75]1, predict the reaction product. The product is: [NH2:73][C@H:74]1[CH2:79][CH2:78][C@H:77]([NH:80][C:23]2[CH:22]=[C:21]([N:8]([C:9]3[CH:14]=[CH:13][C:12]([C:15]4[CH:16]=[CH:17][CH:18]=[CH:19][CH:20]=4)=[CH:11][CH:10]=3)[C:6]([O:5][C:1]([CH3:3])([CH3:4])[CH3:2])=[O:7])[N:26]3[N:27]=[CH:28][CH:29]=[C:25]3[C:24]=2[C:30]#[N:31])[CH2:76][CH2:75]1. (4) Given the reactants [F:1][C:2]1[CH:3]=[C:4]([C@@H:9]2[CH2:13][CH2:12][C@H:11](/[CH:14]=[CH:15]/[C:16]([O:18][CH3:19])=[O:17])[N:10]2C(OC(C)(C)C)=O)[CH:5]=[CH:6][C:7]=1[F:8], predict the reaction product. The product is: [F:1][C:2]1[CH:3]=[C:4]([C@@H:9]2[NH:10][C@H:11](/[CH:14]=[CH:15]/[C:16]([O:18][CH3:19])=[O:17])[CH2:12][CH2:13]2)[CH:5]=[CH:6][C:7]=1[F:8].